This data is from Reaction yield outcomes from USPTO patents with 853,638 reactions. The task is: Predict the reaction yield, written as a fraction of the theoretical maximum amount of product (1.0 means a 100% yield; for example, 0.34 means a 34% yield). (1) The reactants are [N:1]1[CH:6]=[CH:5][CH:4]=[C:3]([C:7]2[CH:8]=[CH:9][C:10]3[N:11]([C:13]([CH:16]=[O:17])=[CH:14][N:15]=3)[CH:12]=2)C=1.BrC1C=CC2N(C(C=O)=CN=2)C=1.N1C=CC=C1B(O)O. No catalyst specified. The product is [NH:1]1[CH:6]=[CH:5][CH:4]=[C:3]1[C:7]1[CH:8]=[CH:9][C:10]2[N:11]([C:13]([CH:16]=[O:17])=[CH:14][N:15]=2)[CH:12]=1. The yield is 0.210. (2) The reactants are [C:1](=O)([S:3][CH2:4][CH2:5][CH2:6][P:7]([CH2:13][CH2:14][CH2:15][OH:16])([CH2:9][CH2:10][CH2:11][OH:12])=[O:8])C.[OH-].[Na+].Cl.C[S:22]S(C)(=O)=O. The catalyst is CO.O. The product is [OH:12][CH2:11][CH2:10][CH2:9][P:7](=[O:8])([CH2:13][CH2:14][CH2:15][OH:16])[CH2:6][CH2:5][CH2:4][S:3]([CH3:1])=[S:22]. The yield is 0.880. (3) The reactants are Br[C:2]1[CH:3]=[CH:4][C:5]2[NH:6][C:7]3[C:12]([C:13]=2[CH:14]=1)=[CH:11][CH:10]=[CH:9][CH:8]=3.[CH:15]1[C:23]2[C:22]3[CH:24]=[CH:25][CH:26]=[CH:27][C:21]=3[O:20][C:19]=2[C:18](B(O)O)=[CH:17][CH:16]=1.C1(C)C=CC=CC=1P(C1C=CC=CC=1C)C1C=CC=CC=1C.C(=O)([O-])[O-].[K+].[K+]. The catalyst is C([O-])(=O)C.[Pd+2].C([O-])(=O)C.C(O)C.C1(C)C=CC=CC=1. The product is [CH:4]1[C:5]2[NH:6][C:7]3[C:12](=[CH:11][CH:10]=[CH:9][CH:8]=3)[C:13]=2[CH:14]=[C:2]([C:27]2[C:21]3[O:20][C:19]4[CH:18]=[CH:17][CH:16]=[CH:15][C:23]=4[C:22]=3[CH:24]=[CH:25][CH:26]=2)[CH:3]=1. The yield is 0.850. (4) The reactants are [CH2:1]([N:4]1[CH2:9][CH2:8][N:7]([C:10]([O:12][C:13]([CH3:16])([CH3:15])[CH3:14])=[O:11])[CH2:6][CH2:5]1)[C:2]#[CH:3].I[C:18]1[C:26]2[O:25][CH2:24][C:23](=[O:27])[C:22]=2[CH:21]=[CH:20][C:19]=1[O:28][CH3:29]. The catalyst is C(N(CC)CC)C.Cl[Pd](Cl)([P](C1C=CC=CC=1)(C1C=CC=CC=1)C1C=CC=CC=1)[P](C1C=CC=CC=1)(C1C=CC=CC=1)C1C=CC=CC=1.[Cu]I. The product is [CH3:29][O:28][C:19]1[CH:20]=[CH:21][C:22]2[C:23](=[O:27])[CH2:24][O:25][C:26]=2[C:18]=1[C:3]#[C:2][CH2:1][N:4]1[CH2:9][CH2:8][N:7]([C:10]([O:12][C:13]([CH3:16])([CH3:15])[CH3:14])=[O:11])[CH2:6][CH2:5]1. The yield is 0.610. (5) The reactants are [Cl:1][C:2]1[C:3]([CH3:28])=[C:4]([NH:10][C@H:11]([C@@H:25]([OH:27])[CH3:26])[C:12]([NH:14][NH:15][C:16](=[O:24])[C:17]2[CH:22]=[CH:21][C:20]([I:23])=[CH:19][CH:18]=2)=[O:13])[CH:5]=[CH:6][C:7]=1[C:8]#[N:9].N1C=CN=C1.[CH3:34][C:35]([Si:38](Cl)([CH3:40])[CH3:39])([CH3:37])[CH3:36]. The catalyst is CN(C=O)C. The product is [Si:38]([O:27][C@@H:25]([CH3:26])[C@@H:11]([NH:10][C:4]1[CH:5]=[CH:6][C:7]([C:8]#[N:9])=[C:2]([Cl:1])[C:3]=1[CH3:28])[C:12]([NH:14][NH:15][C:16](=[O:24])[C:17]1[CH:22]=[CH:21][C:20]([I:23])=[CH:19][CH:18]=1)=[O:13])([C:35]([CH3:37])([CH3:36])[CH3:34])([CH3:40])[CH3:39]. The yield is 0.970.